This data is from Reaction yield outcomes from USPTO patents with 853,638 reactions. The task is: Predict the reaction yield, written as a fraction of the theoretical maximum amount of product (1.0 means a 100% yield; for example, 0.34 means a 34% yield). (1) The reactants are [CH:1]1([NH:4][C:5]([NH:7][C:8]2[CH:13]=[CH:12][C:11]([O:14][C:15]3[CH:20]=[CH:19][N:18]=[C:17]4[CH:21]=[C:22]([C:24]5[CH:29]=[CH:28][C:27]([CH:30]=O)=[CH:26][N:25]=5)[S:23][C:16]=34)=[C:10]([F:32])[CH:9]=2)=[O:6])[CH2:3][CH2:2]1.[O:33]1[CH2:38][CH2:37][N:36]([CH2:39][CH2:40][O:41][C:42]2[CH:48]=[CH:47][C:45]([NH2:46])=[CH:44][CH:43]=2)[CH2:35][CH2:34]1.C([Sn](Cl)(Cl)CCCC)CCC.C1([SiH3])C=CC=CC=1. The catalyst is CN(C=O)C.[Cl-].[Na+].O. The product is [CH:1]1([NH:4][C:5]([NH:7][C:8]2[CH:13]=[CH:12][C:11]([O:14][C:15]3[CH:20]=[CH:19][N:18]=[C:17]4[CH:21]=[C:22]([C:24]5[CH:29]=[CH:28][C:27]([CH2:30][NH:46][C:45]6[CH:47]=[CH:48][C:42]([O:41][CH2:40][CH2:39][N:36]7[CH2:35][CH2:34][O:33][CH2:38][CH2:37]7)=[CH:43][CH:44]=6)=[CH:26][N:25]=5)[S:23][C:16]=34)=[C:10]([F:32])[CH:9]=2)=[O:6])[CH2:3][CH2:2]1. The yield is 0.591. (2) The reactants are [Cl:1][C:2]1[N:10]=[C:9]2[C:5]([NH:6][CH:7]=[N:8]2)=[C:4]([Cl:11])[N:3]=1.[CH3:12][CH:13](O)[CH2:14][CH3:15].C1(P(C2C=CC=CC=2)C2C=CC=CC=2)C=CC=CC=1. The catalyst is O1CCCC1. The product is [CH:13]([N:8]1[CH:7]=[N:6][C:5]2[C:9]1=[N:10][C:2]([Cl:1])=[N:3][C:4]=2[Cl:11])([CH2:14][CH3:15])[CH3:12]. The yield is 0.500.